This data is from Catalyst prediction with 721,799 reactions and 888 catalyst types from USPTO. The task is: Predict which catalyst facilitates the given reaction. (1) Reactant: Cl.[Br:2][C:3]1[CH:8]=[CH:7][C:6]([C:9]2([OH:16])[CH2:14][CH2:13][NH:12][CH2:11][CH:10]2[CH3:15])=[CH:5][CH:4]=1.N1C=CC=CC=1.Cl[C:24]([O:26][CH3:27])=[O:25]. Product: [CH3:27][O:26][C:24]([N:12]1[CH2:13][CH2:14][C:9]([C:6]2[CH:7]=[CH:8][C:3]([Br:2])=[CH:4][CH:5]=2)([OH:16])[CH:10]([CH3:15])[CH2:11]1)=[O:25]. The catalyst class is: 2. (2) Reactant: [ClH:1].[NH:2]1[C:10]2[C:5](=[CH:6][C:7]([C:11]#[N:12])=[CH:8][CH:9]=2)[CH:4]=[N:3]1.Cl.C([O:16][CH2:17][CH3:18])C.[CH2:19]([O:21][C:22]([C:24]1[CH:25]=[C:26]2[C:30](=[CH:31][CH:32]=1)[NH:29][N:28]=[CH:27]2)=[NH:23])[CH3:20]. Product: [ClH:1].[CH2:19]([O:21][C:22]([C:24]1[CH:25]=[C:26]2[C:30](=[CH:31][CH:32]=1)[NH:29][N:28]=[CH:27]2)=[NH:23])[CH3:20].[NH:2]1[C:10]2[C:5](=[CH:6][C:7]([C:11]3[O:21][C:22]4[CH:18]=[C:17]([OH:16])[CH:31]=[CH:32][C:24]=4[N:12]=3)=[CH:8][CH:9]=2)[CH:4]=[N:3]1. The catalyst class is: 8. (3) The catalyst class is: 1. Product: [CH2:1]([C@H:8]([NH2:26])[CH2:9][N:11]1[CH2:12][CH2:13][CH:14]([O:17][C:18]2[CH:23]=[CH:22][C:21]([F:24])=[C:20]([F:25])[CH:19]=2)[CH2:15][CH2:16]1)[C:2]1[CH:3]=[CH:4][CH:5]=[CH:6][CH:7]=1. Reactant: [CH2:1]([C@H:8]([NH2:26])[C:9]([N:11]1[CH2:16][CH2:15][CH:14]([O:17][C:18]2[CH:23]=[CH:22][C:21]([F:24])=[C:20]([F:25])[CH:19]=2)[CH2:13][CH2:12]1)=O)[C:2]1[CH:7]=[CH:6][CH:5]=[CH:4][CH:3]=1.B.